This data is from Forward reaction prediction with 1.9M reactions from USPTO patents (1976-2016). The task is: Predict the product of the given reaction. (1) Given the reactants [CH3:1][O:2][C:3]1[CH:4]=[C:5]([CH2:9][C:10](OC)=[O:11])[CH:6]=[CH:7][CH:8]=1.[H-].[H-].[H-].[H-].[Li+].[Al+3], predict the reaction product. The product is: [CH3:1][O:2][C:3]1[CH:4]=[C:5]([CH2:9][CH2:10][OH:11])[CH:6]=[CH:7][CH:8]=1. (2) Given the reactants [CH2:1]([CH:3]([C:6]1[C:11]2[N:12]([CH3:16])[C:13](=O)[NH:14][C:10]=2[C:9]([C:17]2[O:18][CH:19]=[CH:20][CH:21]=2)=[CH:8][CH:7]=1)[CH2:4][CH3:5])[CH3:2].P(Cl)(Cl)([Cl:24])=O, predict the reaction product. The product is: [Cl:24][C:13]1[N:12]([CH3:16])[C:11]2[C:6]([CH:3]([CH2:4][CH3:5])[CH2:1][CH3:2])=[CH:7][CH:8]=[C:9]([C:17]3[O:18][CH:19]=[CH:20][CH:21]=3)[C:10]=2[N:14]=1. (3) Given the reactants [C:1]1([S:7]([N:10]2[C:14]3=[N:15][CH:16]=[C:17]([N+:20]([O-:22])=[O:21])[C:18](Cl)=[C:13]3[CH:12]=[CH:11]2)(=[O:9])=[O:8])[CH:6]=[CH:5][CH:4]=[CH:3][CH:2]=1.CCN(C(C)C)C(C)C.[NH2:32][C@H:33]1[CH2:38][CH2:37][C@H:36]([OH:39])[CH2:35][CH2:34]1, predict the reaction product. The product is: [C:1]1([S:7]([N:10]2[C:14]3=[N:15][CH:16]=[C:17]([N+:20]([O-:22])=[O:21])[C:18]([NH:32][C@H:33]4[CH2:38][CH2:37][C@H:36]([OH:39])[CH2:35][CH2:34]4)=[C:13]3[CH:12]=[CH:11]2)(=[O:9])=[O:8])[CH:6]=[CH:5][CH:4]=[CH:3][CH:2]=1.